From a dataset of Full USPTO retrosynthesis dataset with 1.9M reactions from patents (1976-2016). Predict the reactants needed to synthesize the given product. (1) Given the product [C:12]([C:33]1[CH:32]=[CH:31][C:30]([C:29]([SH:28])=[S:38])=[CH:35][CH:34]=1)#[N:1].[C:10]([CH:3]([CH3:9])[CH2:4][CH2:5][C:6]([OH:8])=[O:7])#[N:11], predict the reactants needed to synthesize it. The reactants are: [N:1]([C:12](C#N)(C)CCC(O)=O)=N[C:3]([C:10]#[N:11])([CH3:9])[CH2:4][CH2:5][C:6]([OH:8])=[O:7].C([C:31]1[CH:32]=[CH:33][CH:34]=[CH:35][C:30]=1[C:29]([S:28][S:28][C:29](=[S:38])[C:30]1[CH:35]=[CH:34][CH:33]=[CH:32][C:31]=1C#N)=[S:38])#N.C(OCC)(=O)C. (2) Given the product [F:4][C:2]([C:5]1[O:9][C:8]([CH2:10][N:11]2[CH:15]=[CH:14][C:13]([NH:16][C:27](=[O:28])/[CH:26]=[CH:25]/[C:22]3[CH:23]=[CH:24][C:19]([O:18][CH3:17])=[CH:20][CH:21]=3)=[N:12]2)=[CH:7][CH:6]=1)([F:1])[CH3:3], predict the reactants needed to synthesize it. The reactants are: [F:1][C:2]([C:5]1[O:9][C:8]([CH2:10][N:11]2[CH:15]=[CH:14][C:13]([NH2:16])=[N:12]2)=[CH:7][CH:6]=1)([F:4])[CH3:3].[CH3:17][O:18][C:19]1[CH:24]=[CH:23][C:22](/[CH:25]=[CH:26]/[C:27](O)=[O:28])=[CH:21][CH:20]=1. (3) Given the product [Cl:1][C:2]1[C:40]([CH:41]([CH3:43])[CH3:42])=[CH:39][C:5]([O:6][C:7]2[S:8][CH:9]=[C:10]([C:12]([NH:14][C:15]3[C:16]([O:37][CH3:38])=[N:17][C:18]([NH:23][CH2:24][CH2:25][NH:26][CH:34]([CH3:35])[CH3:36])=[N:19][C:20]=3[O:21][CH3:22])=[O:13])[N:11]=2)=[C:4]([CH3:44])[CH:3]=1, predict the reactants needed to synthesize it. The reactants are: [Cl:1][C:2]1[C:40]([CH:41]([CH3:43])[CH3:42])=[CH:39][C:5]([O:6][C:7]2[S:8][CH:9]=[C:10]([C:12]([NH:14][C:15]3[C:16]([O:37][CH3:38])=[N:17][C:18]([NH:23][CH2:24][CH2:25][N:26]([CH:34]([CH3:36])[CH3:35])C(=O)OC(C)(C)C)=[N:19][C:20]=3[O:21][CH3:22])=[O:13])[N:11]=2)=[C:4]([CH3:44])[CH:3]=1.